This data is from Reaction yield outcomes from USPTO patents with 853,638 reactions. The task is: Predict the reaction yield, written as a fraction of the theoretical maximum amount of product (1.0 means a 100% yield; for example, 0.34 means a 34% yield). (1) The reactants are [CH2:1]([O:8][C:9]1[CH:10]=[C:11]([OH:15])[CH:12]=[CH:13][CH:14]=1)[C:2]1[CH:7]=[CH:6][CH:5]=[CH:4][CH:3]=1.C([Mg]Cl)(C)C.[C:21]1([CH:27]([C:39]2[CH:44]=[CH:43][CH:42]=[CH:41][CH:40]=2)[N:28]2[C:36]3[C:31](=[CH:32][CH:33]=[CH:34][CH:35]=3)[C:30](=[O:37])[C:29]2=[O:38])[CH:26]=[CH:25][CH:24]=[CH:23][CH:22]=1. The catalyst is O1CCCC1.ClCCl. The product is [CH2:1]([O:8][C:9]1[CH:14]=[CH:13][C:12]([C:30]2([OH:37])[C:31]3[C:36](=[CH:35][CH:34]=[CH:33][CH:32]=3)[N:28]([CH:27]([C:21]3[CH:22]=[CH:23][CH:24]=[CH:25][CH:26]=3)[C:39]3[CH:44]=[CH:43][CH:42]=[CH:41][CH:40]=3)[C:29]2=[O:38])=[C:11]([OH:15])[CH:10]=1)[C:2]1[CH:3]=[CH:4][CH:5]=[CH:6][CH:7]=1. The yield is 0.970. (2) The reactants are [CH3:1][O:2][C:3]1[CH:19]=[C:18]([C:20]2[N:24]=[C:23]([C:25]3[CH:30]=[CH:29][C:28]([C:31]4[CH:36]=[CH:35][CH:34]=[CH:33][C:32]=4[CH3:37])=[C:27]([CH2:38][O:39][CH3:40])[CH:26]=3)[O:22][N:21]=2)[CH:17]=[CH:16][C:4]=1[CH2:5][N:6]([CH3:15])[CH2:7][C:8]([O:10]C(C)(C)C)=[O:9].[ClH:41]. The product is [ClH:41].[CH3:1][O:2][C:3]1[CH:19]=[C:18]([C:20]2[N:24]=[C:23]([C:25]3[CH:30]=[CH:29][C:28]([C:31]4[CH:36]=[CH:35][CH:34]=[CH:33][C:32]=4[CH3:37])=[C:27]([CH2:38][O:39][CH3:40])[CH:26]=3)[O:22][N:21]=2)[CH:17]=[CH:16][C:4]=1[CH2:5][N:6]([CH3:15])[CH2:7][C:8]([OH:10])=[O:9]. The yield is 0.780. The catalyst is O1CCOCC1. (3) The reactants are [NH2:1][C:2]1[CH:3]=[CH:4][CH:5]=[C:6]2[C:11]=1[CH:10]=[C:9]([OH:12])[CH:8]=[CH:7]2.[C:13]([O:17][C:18](O[C:18]([O:17][C:13]([CH3:16])([CH3:15])[CH3:14])=[O:19])=[O:19])([CH3:16])([CH3:15])[CH3:14]. The catalyst is O1CCCC1. The product is [C:13]([O:17][C:18](=[O:19])[NH:1][C:2]1[C:11]2[C:6](=[CH:7][CH:8]=[C:9]([OH:12])[CH:10]=2)[CH:5]=[CH:4][CH:3]=1)([CH3:16])([CH3:15])[CH3:14]. The yield is 0.790. (4) The reactants are [NH2:1][C:2]1[C:3]([C:8]([OH:10])=[O:9])=[N:4][CH:5]=[CH:6][CH:7]=1.[CH3:11][CH2:12]O. No catalyst specified. The product is [NH2:1][C:2]1[C:3]([C:8]([O:10][CH2:11][CH3:12])=[O:9])=[N:4][CH:5]=[CH:6][CH:7]=1. The yield is 0.650.